From a dataset of TCR-epitope binding with 47,182 pairs between 192 epitopes and 23,139 TCRs. Binary Classification. Given a T-cell receptor sequence (or CDR3 region) and an epitope sequence, predict whether binding occurs between them. (1) The epitope is LVLSVNPYV. The TCR CDR3 sequence is CASCPMASRSYEQYF. Result: 0 (the TCR does not bind to the epitope). (2) The epitope is FLASKIGRLV. The TCR CDR3 sequence is CAISDPSRVFNEQYF. Result: 0 (the TCR does not bind to the epitope). (3) The epitope is FLPRVFSAV. The TCR CDR3 sequence is CASSTGGGSQETQYF. Result: 1 (the TCR binds to the epitope). (4) The epitope is FRYMNSQGL. The TCR CDR3 sequence is CASSENRPITGELFF. Result: 0 (the TCR does not bind to the epitope). (5) The epitope is ILHCANFNV. The TCR CDR3 sequence is CASSLRLAGDNEQFF. Result: 1 (the TCR binds to the epitope).